Dataset: Forward reaction prediction with 1.9M reactions from USPTO patents (1976-2016). Task: Predict the product of the given reaction. (1) The product is: [F:1][C:2]1[CH:3]=[CH:4][C:5]([N:8]2[C:16]3[C:11](=[CH:12][C:13](/[C:17](=[CH:25]\[CH:26]([CH3:28])[CH3:27])/[C:18]([CH3:23])([CH3:24])[C:19]([OH:21])=[O:20])=[CH:14][CH:15]=3)[CH:10]=[N:9]2)=[CH:6][CH:7]=1. Given the reactants [F:1][C:2]1[CH:7]=[CH:6][C:5]([N:8]2[C:16]3[C:11](=[CH:12][C:13](/[C:17](=[CH:25]\[CH:26]([CH3:28])[CH3:27])/[C:18]([CH3:24])([CH3:23])[C:19]([O:21]C)=[O:20])=[CH:14][CH:15]=3)[CH:10]=[N:9]2)=[CH:4][CH:3]=1.CS(C)=O.[OH-].[Na+], predict the reaction product. (2) The product is: [N:12]1([C:6]([C@H:5]2[CH2:10][C@@H:8]([OH:7])[CH2:9][N:4]2[C:1](=[O:3])[CH3:2])=[O:11])[CH2:18][CH2:17][CH2:16][NH:15][CH2:14][CH2:13]1. Given the reactants [C:1]([N:4]1[CH2:9][C@H:8]2[CH2:10][C@@H:5]1[C:6](=[O:11])[O:7]2)(=[O:3])[CH3:2].[NH:12]1[CH2:18][CH2:17][CH2:16][NH:15][CH2:14][CH2:13]1, predict the reaction product. (3) Given the reactants [N:1]1([C:7]2[CH:12]=[CH:11][C:10]([NH:13][C:14]3[C:15]4[N:16]([CH:27]=[CH:28][N:29]=4)[C:17](C4C=NNC=4C#N)=[CH:18][N:19]=3)=[CH:9][CH:8]=2)[CH2:6][CH2:5][O:4][CH2:3][CH2:2]1.C(OC(=O)N(C1C=CC(N2CCOCC2)=CC=1)C1C2N(C=CN=2)C([Sn](CCCC)(CCCC)CCCC)=CN=1)(C)(C)C.Br[C:73]1[O:81][CH:76]2[CH2:77][NH:78][C:79](=[O:80])[CH:75]2[CH:74]=1, predict the reaction product. The product is: [N:1]1([C:7]2[CH:8]=[CH:9][C:10]([NH:13][C:14]3[C:15]4[N:16]([CH:27]=[CH:28][N:29]=4)[C:17]([C:73]4[O:81][C:76]5[CH2:77][NH:78][C:79](=[O:80])[C:75]=5[CH:74]=4)=[CH:18][N:19]=3)=[CH:11][CH:12]=2)[CH2:2][CH2:3][O:4][CH2:5][CH2:6]1. (4) Given the reactants Cl.CC1(C)[O:7][C@@H:6]2[C:8]([CH2:21][O:22]C(C3C=CC=CC=3)(C3C=CC=CC=3)C3C=CC=CC=3)=[CH:9][C@@H:10]([C:11]3[N:15]4[CH:16]=[CH:17][N:18]=[C:19]([NH2:20])[C:14]4=[N:13][CH:12]=3)[C@@H:5]2[O:4]1, predict the reaction product. The product is: [NH2:20][C:19]1[C:14]2[N:15]([C:11]([C@H:10]3[C@H:5]([OH:4])[C@H:6]([OH:7])[C:8]([CH2:21][OH:22])=[CH:9]3)=[CH:12][N:13]=2)[CH:16]=[CH:17][N:18]=1. (5) Given the reactants Br[CH2:2][C:3]1[NH:8][C:7]([C:9]2[S:10][CH:11]=[C:12]([C:14]([F:17])([F:16])[F:15])[N:13]=2)=[N:6][CH:5]([C:18]2[CH:23]=[CH:22][C:21]([Cl:24])=[CH:20][C:19]=2[Cl:25])[C:4]=1[C:26]([O:28][CH2:29][CH3:30])=[O:27].Cl.[NH:32]1[CH2:37][CH2:36][O:35][CH2:34][CH:33]1[C:38]([OH:40])=[O:39], predict the reaction product. The product is: [Cl:25][C:19]1[CH:20]=[C:21]([Cl:24])[CH:22]=[CH:23][C:18]=1[CH:5]1[N:6]=[C:7]([C:9]2[S:10][CH:11]=[C:12]([C:14]([F:17])([F:16])[F:15])[N:13]=2)[NH:8][C:3]([CH2:2][N:32]2[CH2:37][CH2:36][O:35][CH2:34][CH:33]2[C:38]([OH:40])=[O:39])=[C:4]1[C:26]([O:28][CH2:29][CH3:30])=[O:27]. (6) Given the reactants Br[C:2]1[N:7]=[C:6]([C:8]([N:10]2[CH2:14][CH2:13][C@@H:12]([C:15]3[CH:20]=[CH:19][CH:18]=[CH:17][C:16]=3[C:21]([F:24])([F:23])[F:22])[CH2:11]2)=[O:9])[CH:5]=[CH:4][CH:3]=1.[NH:25]1[CH2:30][CH2:29][CH2:28][CH2:27][CH2:26]1.CC(C)([O-])C.[Na+].[Cl-].[NH4+], predict the reaction product. The product is: [N:25]1([C:2]2[N:7]=[C:6]([C:8]([N:10]3[CH2:14][CH2:13][C@@H:12]([C:15]4[CH:20]=[CH:19][CH:18]=[CH:17][C:16]=4[C:21]([F:24])([F:23])[F:22])[CH2:11]3)=[O:9])[CH:5]=[CH:4][CH:3]=2)[CH2:30][CH2:29][CH2:28][CH2:27][CH2:26]1. (7) Given the reactants [O:1]=[C:2]1[C:6]2([CH2:11][CH2:10][N:9]([CH2:12][CH2:13][CH2:14][N:15]3[C:19]4[CH:20]=[CH:21][CH:22]=[CH:23][C:18]=4[NH:17][C:16]3=[O:24])[CH2:8][CH2:7]2)[N:5]([C:25]2[CH:30]=[CH:29][CH:28]=[CH:27][CH:26]=2)[CH2:4][N:3]1[CH:31]([C:39]1[CH:44]=[CH:43][CH:42]=[CH:41][CH:40]=1)[CH2:32][CH2:33][CH2:34][C:35]([O:37]C)=[O:36].O.[OH-].[Li+], predict the reaction product. The product is: [O:1]=[C:2]1[C:6]2([CH2:7][CH2:8][N:9]([CH2:12][CH2:13][CH2:14][N:15]3[C:19]4[CH:20]=[CH:21][CH:22]=[CH:23][C:18]=4[NH:17][C:16]3=[O:24])[CH2:10][CH2:11]2)[N:5]([C:25]2[CH:26]=[CH:27][CH:28]=[CH:29][CH:30]=2)[CH2:4][N:3]1[CH:31]([C:39]1[CH:40]=[CH:41][CH:42]=[CH:43][CH:44]=1)[CH2:32][CH2:33][CH2:34][C:35]([OH:37])=[O:36]. (8) Given the reactants Br[C:2]1[CH:3]=[C:4]2[C:9](=[CH:10][CH:11]=1)[N:8]=[C:7]([OH:12])[CH:6]=[C:5]2[C:13]([NH:15][C:16]1[CH:17]=[N:18][CH:19]=[CH:20][CH:21]=1)=[O:14].C(=O)([O-])[O-].[K+].[K+].O.[C:29]1(B(O)O)[CH:34]=[CH:33][CH:32]=[CH:31][CH:30]=1, predict the reaction product. The product is: [OH:12][C:7]1[CH:6]=[C:5]([C:13]([NH:15][C:16]2[CH:17]=[N:18][CH:19]=[CH:20][CH:21]=2)=[O:14])[C:4]2[C:9](=[CH:10][CH:11]=[C:2]([C:29]3[CH:34]=[CH:33][CH:32]=[CH:31][CH:30]=3)[CH:3]=2)[N:8]=1. (9) The product is: [CH:1]([C:4]1[CH:5]=[C:6]([CH:18]=[CH:19][C:20]=1[O:21][Si:22]([CH:26]([CH3:28])[CH3:27])([CH:23]([CH3:25])[CH3:24])[CH:29]([CH3:31])[CH3:30])[CH2:7][C:8]1[C:16]2[C:11](=[C:12]([NH:17][C:32](=[O:39])[CH2:33][C:34]([O:36][CH2:37][CH3:38])=[O:35])[CH:13]=[CH:14][CH:15]=2)[NH:10][CH:9]=1)([CH3:3])[CH3:2]. Given the reactants [CH:1]([C:4]1[CH:5]=[C:6]([CH:18]=[CH:19][C:20]=1[O:21][Si:22]([CH:29]([CH3:31])[CH3:30])([CH:26]([CH3:28])[CH3:27])[CH:23]([CH3:25])[CH3:24])[CH2:7][C:8]1[C:16]2[C:11](=[C:12]([NH2:17])[CH:13]=[CH:14][CH:15]=2)[NH:10][CH:9]=1)([CH3:3])[CH3:2].[C:32](OCC)(=[O:39])[CH2:33][C:34]([O:36][CH2:37][CH3:38])=[O:35], predict the reaction product.